This data is from Catalyst prediction with 721,799 reactions and 888 catalyst types from USPTO. The task is: Predict which catalyst facilitates the given reaction. (1) Reactant: [CH3:1][O:2][C:3]1[CH:8]=[CH:7][CH:6]=[C:5]([NH2:9])[CH:4]=1.[CH:10]1[CH:15]=[CH:14][C:13]([O:16][C:17](OC2C=CC=CC=2)=[N:18][C:19]#[N:20])=[CH:12][CH:11]=1. Product: [C:19]([NH:18][C:17](=[N:9][C:5]1[CH:6]=[CH:7][CH:8]=[C:3]([O:2][CH3:1])[CH:4]=1)[O:16][C:13]1[CH:14]=[CH:15][CH:10]=[CH:11][CH:12]=1)#[N:20]. The catalyst class is: 10. (2) Reactant: [CH3:1][C:2]1([CH3:15])[CH2:7][NH:6][CH2:5][CH2:4][N:3]1[C:8]([O:10][C:11]([CH3:14])([CH3:13])[CH3:12])=[O:9].[NH2:16][C:17]1[CH:25]=[CH:24][C:20]([C:21](O)=[O:22])=[CH:19][C:18]=1[F:26].C(N(CC)CC)C.CCCP1(OP(CCC)(=O)OP(CCC)(=O)O1)=O. Product: [NH2:16][C:17]1[CH:25]=[CH:24][C:20]([C:21]([N:6]2[CH2:5][CH2:4][N:3]([C:8]([O:10][C:11]([CH3:14])([CH3:13])[CH3:12])=[O:9])[C:2]([CH3:15])([CH3:1])[CH2:7]2)=[O:22])=[CH:19][C:18]=1[F:26]. The catalyst class is: 96.